From a dataset of Peptide-MHC class I binding affinity with 185,985 pairs from IEDB/IMGT. Regression. Given a peptide amino acid sequence and an MHC pseudo amino acid sequence, predict their binding affinity value. This is MHC class I binding data. (1) The peptide sequence is GSEVPGFCH. The MHC is HLA-B40:01 with pseudo-sequence HLA-B40:01. The binding affinity (normalized) is 0.0847. (2) The peptide sequence is FVYVSVMNFI. The MHC is HLA-A02:01 with pseudo-sequence HLA-A02:01. The binding affinity (normalized) is 0.394.